Dataset: Forward reaction prediction with 1.9M reactions from USPTO patents (1976-2016). Task: Predict the product of the given reaction. (1) Given the reactants [CH:1]([C:3]1[CH:12]=[CH:11][C:6]([C:7]([O:9][CH3:10])=[O:8])=[CH:5][CH:4]=1)=O.CCO[C:16]([C:18]([CH2:20][C:21]([CH3:23])=[O:22])=[O:19])=[O:17].[C:24]1([CH3:33])[CH:29]=[CH:28][CH:27]=[C:26]([CH2:30][CH2:31][NH2:32])[CH:25]=1, predict the reaction product. The product is: [C:21]([C:20]1[CH:1]([C:3]2[CH:12]=[CH:11][C:6]([C:7]([O:9][CH3:10])=[O:8])=[CH:5][CH:4]=2)[N:32]([CH2:31][CH2:30][C:26]2[CH:27]=[CH:28][CH:29]=[C:24]([CH3:33])[CH:25]=2)[C:16](=[O:17])[C:18]=1[OH:19])(=[O:22])[CH3:23]. (2) The product is: [N+:15]([C:14]1[CH:13]=[C:8]([C:9]([O:11][CH3:12])=[O:10])[CH:7]=[C:6]2[C:5]=1[NH:4][CH2:3][CH2:2][NH:18]2)([O-:17])=[O:16]. Given the reactants Cl[CH2:2][CH2:3][NH:4][C:5]1[C:14]([N+:15]([O-:17])=[O:16])=[CH:13][C:8]([C:9]([O:11][CH3:12])=[O:10])=[CH:7][C:6]=1[N+:18]([O-])=O, predict the reaction product.